This data is from Reaction yield outcomes from USPTO patents with 853,638 reactions. The task is: Predict the reaction yield, written as a fraction of the theoretical maximum amount of product (1.0 means a 100% yield; for example, 0.34 means a 34% yield). (1) The reactants are [OH:1][C:2]12[CH2:9][CH2:8][C:5]([C:10]([OH:12])=[O:11])([CH2:6][CH2:7]1)[CH2:4][CH2:3]2.S(=O)(=O)(O)O.[CH3:18]O. No catalyst specified. The product is [OH:1][C:2]12[CH2:3][CH2:4][C:5]([C:10]([O:12][CH3:18])=[O:11])([CH2:8][CH2:9]1)[CH2:6][CH2:7]2. The yield is 0.960. (2) The reactants are [CH3:1][C:2]1[O:6][N:5]=[C:4]([C:7]2[CH:12]=[CH:11][CH:10]=[CH:9][CH:8]=2)[C:3]=1[CH2:13][OH:14].[Br:15][C:16]1[C:17](Cl)=[N:18][CH:19]=[C:20]([CH:25]=1)[C:21]([O:23][CH3:24])=[O:22]. No catalyst specified. The product is [CH3:24][O:23][C:21](=[O:22])[C:20]1[CH:25]=[C:16]([Br:15])[C:17]([O:14][CH2:13][C:3]2[C:4]([C:7]3[CH:12]=[CH:11][CH:10]=[CH:9][CH:8]=3)=[N:5][O:6][C:2]=2[CH3:1])=[N:18][CH:19]=1. The yield is 0.370. (3) The reactants are [CH2:1]([N:8]([CH2:15][C:16]1[C:21](Cl)=[N:20][C:19]([N:23]2[CH2:27][CH2:26][CH2:25][CH:24]2[CH2:28][O:29][CH3:30])=[CH:18][N:17]=1)[CH2:9][C@@H:10]([OH:14])[CH2:11][O:12][CH3:13])[C:2]1[CH:7]=[CH:6][CH:5]=[CH:4][CH:3]=1.CC(C)([O-])C.[K+].O. The catalyst is CN(C=O)C. The product is [CH2:1]([N:8]1[CH2:15][C:16]2[N:17]=[CH:18][C:19]([N:23]3[CH2:27][CH2:26][CH2:25][CH:24]3[CH2:28][O:29][CH3:30])=[N:20][C:21]=2[O:14][C@@H:10]([CH2:11][O:12][CH3:13])[CH2:9]1)[C:2]1[CH:7]=[CH:6][CH:5]=[CH:4][CH:3]=1. The yield is 0.880. (4) The reactants are [F:1][C:2]1[CH:7]=[CH:6][CH:5]=[CH:4][C:3]=1[C:8]1[C:13]([C:14]([O:16]CC)=O)=[CH:12][N:11]=[C:10]([S:19][CH3:20])[N:9]=1.[OH-].[Na+].C(Cl)(=O)C(Cl)=O.[CH3:29][O:30][C:31]1[CH:32]=[C:33]([CH:39]=[CH:40][CH:41]=1)[CH2:34][NH:35][CH:36]([CH3:38])[CH3:37].C(N(C(C)C)CC)(C)C. The catalyst is C(O)C.O.C(Cl)Cl.CN(C=O)C. The product is [CH3:29][O:30][C:31]1[CH:32]=[C:33]([CH:39]=[CH:40][CH:41]=1)[CH2:34][N:35]([CH:36]([CH3:38])[CH3:37])[C:14]([C:13]1[C:8]([C:3]2[CH:4]=[CH:5][CH:6]=[CH:7][C:2]=2[F:1])=[N:9][C:10]([S:19][CH3:20])=[N:11][CH:12]=1)=[O:16]. The yield is 0.130. (5) The reactants are [CH3:1][O:2][C:3](=[O:22])[C:4]1[CH:9]=[CH:8][C:7]([CH2:10][CH:11]([C:15]2[CH:20]=[CH:19][C:18]([Br:21])=[CH:17][CH:16]=2)[C:12]([OH:14])=O)=[CH:6][CH:5]=1.C(Cl)(=O)C(Cl)=O.[C:29]1([NH2:35])[CH:34]=[CH:33][CH:32]=[CH:31][CH:30]=1.[O:36]1[C:41]2=[CH:42][CH:43]=[CH:44][C:40]2=[CH:39][CH:38]=[CH:37]1. The catalyst is C(Cl)Cl. The product is [CH3:1][O:2][C:3](=[O:22])[C:4]1[CH:5]=[CH:6][C:7]([CH2:10][CH:11]([C:12](=[O:14])[N:35]([C:37]2[O:36][C:41]3=[CH:42][CH:43]=[CH:44][C:40]3=[CH:39][CH:38]=2)[C:29]2[CH:34]=[CH:33][CH:32]=[CH:31][CH:30]=2)[C:15]2[CH:20]=[CH:19][C:18]([Br:21])=[CH:17][CH:16]=2)=[CH:8][CH:9]=1. The yield is 0.690. (6) The reactants are Cl[C:2]1[C:11]2[C:6](=[CH:7][C:8]([O:14][CH2:15][CH:16]3[CH2:21][CH2:20][N:19]([CH3:22])[CH2:18][CH2:17]3)=[C:9]([O:12][CH3:13])[CH:10]=2)[N:5]=[CH:4][N:3]=1.[OH:23][C:24]1[CH:25]=[C:26]2[C:31](=[CH:32][CH:33]=1)[N:30]=[CH:29][CH:28]=[CH:27]2. No catalyst specified. The product is [CH3:13][O:12][C:9]1[CH:10]=[C:11]2[C:6](=[CH:7][C:8]=1[O:14][CH2:15][CH:16]1[CH2:21][CH2:20][N:19]([CH3:22])[CH2:18][CH2:17]1)[N:5]=[CH:4][N:3]=[C:2]2[O:23][C:24]1[CH:25]=[C:26]2[C:31](=[CH:32][CH:33]=1)[N:30]=[CH:29][CH:28]=[CH:27]2. The yield is 0.940.